Task: Predict the reaction yield, written as a fraction of the theoretical maximum amount of product (1.0 means a 100% yield; for example, 0.34 means a 34% yield).. Dataset: Reaction yield outcomes from USPTO patents with 853,638 reactions The reactants are [OH-].[Li+].CC#N.[O:6]=[C:7]1[NH:11][C@H:10]2[CH2:12][S:13][C@@H:14]([CH2:15][CH2:16][CH2:17][CH2:18][C:19]([O:21]CC3(C)COC(C)(C)OC3)=[O:20])[C@H:9]2[O:8]1.Cl. The yield is 0.730. The product is [O:6]=[C:7]1[NH:11][C@H:10]2[CH2:12][S:13][C@@H:14]([CH2:15][CH2:16][CH2:17][CH2:18][C:19]([OH:21])=[O:20])[C@H:9]2[O:8]1. The catalyst is CO.O.